From a dataset of Kir2.1 potassium channel HTS with 301,493 compounds. Binary Classification. Given a drug SMILES string, predict its activity (active/inactive) in a high-throughput screening assay against a specified biological target. (1) The molecule is S(=O)(=O)(NCc1ncccc1)c1cc2c(N(C(=O)C3CCC3)CC2)cc1. The result is 0 (inactive). (2) The result is 0 (inactive). The molecule is S=c1n(CCCCCC(=O)N2CCOCC2)c(=O)c2c([nH]1)cccc2. (3) The result is 1 (active). The drug is O(c1cc(ccc1)/C=N\NC(=O)c1cc(O)ccc1)c1ccccc1. (4) The compound is O=C1N(C(=O)NC21CCCC2)CC(=O)N1CCc2c(C1)cccc2. The result is 0 (inactive). (5) The molecule is O=C(Nc1c(O)cccc1)c1c2c(nc(c1)c1ccc(OC)cc1)cccc2. The result is 0 (inactive). (6) The compound is Brc1ccc(S(=O)(=O)N(CC(O)CO\N=C2\c3c(c4c2cccc4)cccc3)C)cc1. The result is 0 (inactive).